This data is from Catalyst prediction with 721,799 reactions and 888 catalyst types from USPTO. The task is: Predict which catalyst facilitates the given reaction. Reactant: [O:1]=[C:2]1[CH:7]([N:8]2[CH2:16][C:15]3[C:10](=[CH:11][CH:12]=[C:13]([CH2:17][NH:18][C:19](=[O:38])[NH:20][C:21]4[CH:22]=[C:23]5[C:28](=[CH:29][CH:30]=4)[CH2:27][N:26](C(OC(C)(C)C)=O)[CH2:25][CH2:24]5)[CH:14]=3)[C:9]2=[O:39])[CH2:6][CH2:5][C:4](=[O:40])[NH:3]1.Cl. Product: [O:1]=[C:2]1[CH:7]([N:8]2[CH2:16][C:15]3[C:10](=[CH:11][CH:12]=[C:13]([CH2:17][NH:18][C:19]([NH:20][C:21]4[CH:22]=[C:23]5[C:28](=[CH:29][CH:30]=4)[CH2:27][NH:26][CH2:25][CH2:24]5)=[O:38])[CH:14]=3)[C:9]2=[O:39])[CH2:6][CH2:5][C:4](=[O:40])[NH:3]1. The catalyst class is: 343.